From a dataset of Forward reaction prediction with 1.9M reactions from USPTO patents (1976-2016). Predict the product of the given reaction. (1) Given the reactants [Si:1]([O:18][CH2:19][CH2:20][N:21]1[CH2:26][CH2:25][N:24]([C:27](=O)[CH2:28][C@@H:29]([NH:38][C:39]2[CH:44]=[CH:43][C:42]([S:45]([NH2:48])(=[O:47])=[O:46])=[CH:41][C:40]=2[S:49]([C:52]([F:55])([F:54])[F:53])(=[O:51])=[O:50])[CH2:30][S:31][C:32]2[CH:37]=[CH:36][CH:35]=[CH:34][CH:33]=2)[CH2:23][CH2:22]1)([C:14]([CH3:17])([CH3:16])[CH3:15])([C:8]1[CH:13]=[CH:12][CH:11]=[CH:10][CH:9]=1)[C:2]1[CH:7]=[CH:6][CH:5]=[CH:4][CH:3]=1.B.C1COCC1, predict the reaction product. The product is: [Si:1]([O:18][CH2:19][CH2:20][N:21]1[CH2:26][CH2:25][N:24]([CH2:27][CH2:28][C@@H:29]([NH:38][C:39]2[CH:44]=[CH:43][C:42]([S:45]([NH2:48])(=[O:46])=[O:47])=[CH:41][C:40]=2[S:49]([C:52]([F:54])([F:53])[F:55])(=[O:50])=[O:51])[CH2:30][S:31][C:32]2[CH:37]=[CH:36][CH:35]=[CH:34][CH:33]=2)[CH2:23][CH2:22]1)([C:14]([CH3:15])([CH3:16])[CH3:17])([C:8]1[CH:9]=[CH:10][CH:11]=[CH:12][CH:13]=1)[C:2]1[CH:7]=[CH:6][CH:5]=[CH:4][CH:3]=1. (2) Given the reactants [CH:1]1([CH2:4][NH:5][C:6](=[O:17])[NH:7][C:8]2[CH:16]=[CH:15][C:11]([C:12]([OH:14])=O)=[CH:10][CH:9]=2)[CH2:3][CH2:2]1.[CH2:18]([NH:20][CH:21]1[CH2:26][CH2:25][N:24]([CH2:27][C:28]2[CH:33]=[CH:32][C:31]([C:34]([OH:43])([C:39]([F:42])([F:41])[F:40])[C:35]([F:38])([F:37])[F:36])=[CH:30][CH:29]=2)[CH2:23][CH2:22]1)[CH3:19].C(N(CC)CC)C.Cl.C(N=C=NCCCN(C)C)C, predict the reaction product. The product is: [CH:1]1([CH2:4][NH:5][C:6](=[O:17])[NH:7][C:8]2[CH:9]=[CH:10][C:11]([C:12]([N:20]([CH2:18][CH3:19])[CH:21]3[CH2:26][CH2:25][N:24]([CH2:27][C:28]4[CH:29]=[CH:30][C:31]([C:34]([OH:43])([C:35]([F:38])([F:36])[F:37])[C:39]([F:40])([F:41])[F:42])=[CH:32][CH:33]=4)[CH2:23][CH2:22]3)=[O:14])=[CH:15][CH:16]=2)[CH2:2][CH2:3]1. (3) Given the reactants OO.[Cl:3][C:4]1[CH:5]=[CH:6][C:7]([O:30][CH3:31])=[C:8]([CH:29]=1)[C:9]([NH:11][CH2:12][CH2:13][CH:14]1[CH2:19][CH2:18][N:17]([S:20]([NH:23][C:24]([NH:26][CH2:27][CH3:28])=S)(=[O:22])=[O:21])[CH2:16][CH2:15]1)=[O:10].S([O-])([O-])=[O:33].[Na+].[Na+].Cl, predict the reaction product. The product is: [Cl:3][C:4]1[CH:5]=[CH:6][C:7]([O:30][CH3:31])=[C:8]([CH:29]=1)[C:9]([NH:11][CH2:12][CH2:13][CH:14]1[CH2:19][CH2:18][N:17]([S:20]([NH:23][C:24]([NH:26][CH2:27][CH3:28])=[O:33])(=[O:22])=[O:21])[CH2:16][CH2:15]1)=[O:10]. (4) Given the reactants [OH:1][C:2]1[CH:9]=[C:8]([O:10][CH2:11][O:12][CH3:13])[CH:7]=[CH:6][C:3]=1[CH:4]=[O:5].C(=O)([O-])[O-].[K+].[K+].CN(C)C=O.[CH2:25](Br)[C:26]1[CH:31]=[CH:30][CH:29]=[CH:28][CH:27]=1, predict the reaction product. The product is: [CH2:25]([O:1][C:2]1[CH:9]=[C:8]([O:10][CH2:11][O:12][CH3:13])[CH:7]=[CH:6][C:3]=1[CH:4]=[O:5])[C:26]1[CH:31]=[CH:30][CH:29]=[CH:28][CH:27]=1. (5) Given the reactants [O:1]1[CH:5]=[CH:4][CH:3]=[C:2]1[C:6]1[CH:15]=[C:14]([C:16]([NH:18][C:19]2[CH:20]=[N:21][CH:22]=[CH:23][CH:24]=2)=[O:17])[C:13]2[C:8](=[CH:9][CH:10]=[C:11](C3C=CC=CC=3)[CH:12]=2)[N:7]=1.[Li]CCCC.C([O:39][B:40](OC(C)C)[O:41]C(C)C)(C)C.CO.ClCCl, predict the reaction product. The product is: [O:1]1[CH:5]=[CH:4][CH:3]=[C:2]1[C:6]1[CH:15]=[C:14]([C:16](=[O:17])[NH:18][C:19]2[CH:20]=[N:21][CH:22]=[CH:23][CH:24]=2)[C:13]2[C:8](=[CH:9][CH:10]=[C:11]([B:40]([OH:41])[OH:39])[CH:12]=2)[N:7]=1. (6) Given the reactants [F:1][C:2]1[CH:7]=[CH:6][CH:5]=[CH:4][C:3]=1[SH:8].Cl[C:10]1[C:19]2[C:14](=[CH:15][CH:16]=[CH:17][CH:18]=2)[CH:13]=[C:12]([NH:20][C:21]2[CH:25]=[C:24]([CH3:26])[NH:23][N:22]=2)[N:11]=1, predict the reaction product. The product is: [F:1][C:2]1[CH:7]=[CH:6][CH:5]=[CH:4][C:3]=1[S:8][C:10]1[C:19]2[C:14](=[CH:15][CH:16]=[CH:17][CH:18]=2)[CH:13]=[C:12]([NH:20][C:21]2[CH:25]=[C:24]([CH3:26])[NH:23][N:22]=2)[N:11]=1. (7) Given the reactants [CH3:1][O:2][C:3]1[C:30]([O:31][CH3:32])=[CH:29][C:6]2[N:7]([C:10]3[S:14][C:13]([C:15]#[N:16])=[C:12]([O:17][CH2:18][C:19]4[CH:24]=[CH:23][CH:22]=[CH:21][C:20]=4[C:25]([F:28])([F:27])[F:26])[CH:11]=3)[CH:8]=[N:9][C:5]=2[CH:4]=1.[N-:33]=[N+:34]=[N-:35].[Na+].[Cl-].[NH4+].C([O-])(O)=O.[Na+], predict the reaction product. The product is: [CH3:1][O:2][C:3]1[C:30]([O:31][CH3:32])=[CH:29][C:6]2[N:7]([C:10]3[S:14][C:13]([C:15]4[NH:35][N:34]=[N:33][N:16]=4)=[C:12]([O:17][CH2:18][C:19]4[CH:24]=[CH:23][CH:22]=[CH:21][C:20]=4[C:25]([F:27])([F:26])[F:28])[CH:11]=3)[CH:8]=[N:9][C:5]=2[CH:4]=1. (8) Given the reactants [F:1][C:2]1[CH:3]=[C:4]([CH:14]([NH:16][C:17]([C:19]2[S:20][C:21](Br)=[CH:22][CH:23]=2)=[O:18])[CH3:15])[CH:5]=[C:6]([F:13])[C:7]=1[NH:8][S:9]([CH3:12])(=[O:11])=[O:10].[CH:25]([C:28]1[CH:29]=[C:30]([OH:34])[CH:31]=[CH:32][CH:33]=1)([CH3:27])[CH3:26].C([O-])([O-])=O.[Cs+].[Cs+].CN1C(=O)CCC1, predict the reaction product. The product is: [F:1][C:2]1[CH:3]=[C:4]([CH:14]([NH:16][C:17]([C:19]2[S:20][C:21]([O:34][C:30]3[CH:31]=[CH:32][CH:33]=[C:28]([CH:25]([CH3:27])[CH3:26])[CH:29]=3)=[CH:22][CH:23]=2)=[O:18])[CH3:15])[CH:5]=[C:6]([F:13])[C:7]=1[NH:8][S:9]([CH3:12])(=[O:11])=[O:10]. (9) Given the reactants [P:1]([O-:12])([O:7][C:8](C)(C)[CH3:9])[O:2][C:3](C)(C)[CH3:4].[CH:13]([N:16](C(C)C)P(Cl)(N)=O)(C)C.[O-]P(OP([O-])([O-])=O)(=O)[O-].C(OP([O-])(OCC1C=CC=CC=1)=O)C1C=CC=CC=1, predict the reaction product. The product is: [CH2:3]([O:2][P:1]([C:13]#[N:16])(=[O:12])[O:7][CH2:8][CH3:9])[CH3:4].